This data is from Forward reaction prediction with 1.9M reactions from USPTO patents (1976-2016). The task is: Predict the product of the given reaction. (1) Given the reactants [C:1]([CH:9]1[CH2:15][CH2:14][O:13][C:12]2[CH:16]=[C:17]([N:20]3[CH2:24][C@H:23]([CH2:25][NH:26][C:27](=[O:29])[CH3:28])[O:22][C:21]3=[O:30])[CH:18]=[CH:19][C:11]=2[C:10]1=[O:31])(=[O:8])[C:2]1C=C[CH:5]=[CH:4][CH:3]=1.[Li+].C[Si]([N-][Si](C)(C)C)(C)C.CC1[O:47][N:46]=C(C(Cl)=O)C=1.[Cl-].[NH4+], predict the reaction product. The product is: [CH3:5][C:4]1[O:47][N:46]=[C:2]([C:1]([CH:9]2[CH2:15][CH2:14][O:13][C:12]3[CH:16]=[C:17]([N:20]4[CH2:24][C@H:23]([CH2:25][NH:26][C:27](=[O:29])[CH3:28])[O:22][C:21]4=[O:30])[CH:18]=[CH:19][C:11]=3[C:10]2=[O:31])=[O:8])[CH:3]=1. (2) The product is: [NH2:10][CH:6]([C:5]1[CH:8]=[CH:9][C:2]([I:1])=[CH:3][CH:4]=1)[C:15]#[N:16]. Given the reactants [I:1][C:2]1[CH:9]=[CH:8][C:5]([CH:6]=O)=[CH:4][CH:3]=1.[NH3:10].C[Si]([C:15]#[N:16])(C)C, predict the reaction product. (3) The product is: [Br:1][C:2]1[S:6][C:5]2=[C:7]([CH2:10][OH:11])[N:8]=[CH:9][N:4]2[CH:3]=1.[Br:1][C:2]1[S:6][C:5]2=[C:7]([CH:10]=[O:11])[N:8]=[CH:9][N:4]2[CH:3]=1. Given the reactants [Br:1][C:2]1[S:6][C:5]2=[C:7]([C:10](OCC)=[O:11])[N:8]=[CH:9][N:4]2[CH:3]=1.C1(C)C=CC=CC=1.[H-].C([Al+]CC(C)C)C(C)C.C(C(C(C([O-])=O)O)O)([O-])=O.[Na+].[K+], predict the reaction product. (4) Given the reactants [N:1]1[CH:6]=[CH:5][CH:4]=[C:3]([CH:7]2[CH2:11][CH2:10][N:9]([C:12]([C:14]3([C:17]4[CH:22]=[CH:21][C:20]([OH:23])=[CH:19][CH:18]=4)[CH2:16][CH2:15]3)=[O:13])[CH2:8]2)[CH:2]=1.C(Cl)Cl.[C:27]1(B(O)O)[CH:32]=[CH:31][CH:30]=[CH:29][CH:28]=1.C(N(CC)CC)C, predict the reaction product. The product is: [O:23]([C:20]1[CH:19]=[CH:18][C:17]([C:14]2([C:12]([N:9]3[CH2:10][CH2:11][CH:7]([C:3]4[CH:2]=[N:1][CH:6]=[CH:5][CH:4]=4)[CH2:8]3)=[O:13])[CH2:16][CH2:15]2)=[CH:22][CH:21]=1)[C:27]1[CH:32]=[CH:31][CH:30]=[CH:29][CH:28]=1. (5) The product is: [OH:4][C:3]1[CH:5]=[CH:6][CH:7]=[CH:8][C:2]=1[C:1]1[O:9][C:12]2[CH:13]=[CH:14][CH:15]=[CH:16][C:11]=2[N:10]=1. Given the reactants [CH:1](=[O:9])[C:2]1[C:3](=[CH:5][CH:6]=[CH:7][CH:8]=1)[OH:4].[NH2:10][C:11]1[CH:16]=[CH:15][CH:14]=[CH:13][C:12]=1O.S(S([O-])=O)([O-])(=O)=O.[Na+].[Na+], predict the reaction product. (6) Given the reactants [H-].[Na+].[C:3]([N:6]1[CH2:9][CH:8]([C:10]2[CH:15]=[CH:14][C:13]([NH:16][C:17](=O)C)=[C:12]([O:20][CH3:21])[CH:11]=2)[CH2:7]1)(=[O:5])[CH3:4].ClC1[N:28]=[C:27]([C:29]2[N:33]3[CH:34]=[CH:35][CH:36]=[CH:37][C:32]3=[N:31][CH:30]=2)[C:26]([Cl:38])=[CH:25][N:24]=1.[OH-].[Na+], predict the reaction product. The product is: [Cl:38][C:26]1[C:27]([C:29]2[N:33]3[CH:34]=[CH:35][CH:36]=[CH:37][C:32]3=[N:31][CH:30]=2)=[N:28][C:17]([NH:16][C:13]2[CH:14]=[CH:15][C:10]([CH:8]3[CH2:9][N:6]([C:3](=[O:5])[CH3:4])[CH2:7]3)=[CH:11][C:12]=2[O:20][CH3:21])=[N:24][CH:25]=1. (7) The product is: [Cl:1][C:2]1[CH:15]=[CH:14][C:5]([CH2:6][N:7]2[CH2:12][CH2:11][N:10]3[CH:26]=[C:20]([C:21]([O:23][CH2:24][CH3:25])=[O:22])[C:19]([OH:18])=[C:9]3[C:8]2=[O:13])=[CH:4][CH:3]=1. Given the reactants [Cl:1][C:2]1[CH:15]=[CH:14][C:5]([CH2:6][N:7]2[CH2:12][CH2:11][NH:10][CH2:9][C:8]2=[O:13])=[CH:4][CH:3]=1.C([O:18][CH:19]=[C:20]([C:26](OCC)=O)[C:21]([O:23][CH2:24][CH3:25])=[O:22])C.C[Si]([N-][Si](C)(C)C)(C)C.[Li+].C1COCC1, predict the reaction product. (8) Given the reactants [CH3:1][O:2][C:3]1[CH:8]=[CH:7][C:6]([C:9]2[CH:10]=[C:11]3[CH:18]=[CH:17][S:16][C:12]3=[CH:13][N+:14]=2[O-])=[CH:5][CH:4]=1.P(Cl)(Cl)(Cl)=O.C(=O)([O-])[O-].[Na+].[Na+].C(=O)([O-])[O-].[K+].[K+].[CH2:36]([N:38]1[CH2:43][CH2:42][NH:41][CH2:40][CH2:39]1)[CH3:37], predict the reaction product. The product is: [CH2:36]([N:38]1[CH2:43][CH2:42][N:41]([C:13]2[N:14]=[C:9]([C:6]3[CH:7]=[CH:8][C:3]([O:2][CH3:1])=[CH:4][CH:5]=3)[CH:10]=[C:11]3[CH:18]=[CH:17][S:16][C:12]=23)[CH2:40][CH2:39]1)[CH3:37]. (9) Given the reactants [Cl:1][C:2]1[CH:7]=[C:6](Br)[CH:5]=[CH:4][N:3]=1.[CH3:9][NH:10][C@@H:11]1[CH2:15][CH2:14][NH:13][CH2:12]1.CC(C)([O-])C.[Na+].C1(P(C2C=CC=CC=2)C2C3OC4C(=CC=CC=4P(C4C=CC=CC=4)C4C=CC=CC=4)C(C)(C)C=3C=CC=2)C=CC=CC=1, predict the reaction product. The product is: [Cl:1][C:2]1[CH:7]=[C:6]([N:13]2[CH2:14][CH2:15][C@@H:11]([NH:10][CH3:9])[CH2:12]2)[CH:5]=[CH:4][N:3]=1.